From a dataset of Full USPTO retrosynthesis dataset with 1.9M reactions from patents (1976-2016). Predict the reactants needed to synthesize the given product. (1) The reactants are: [BH4-].[Na+].[O:3]1[C:7]2([CH2:12][CH2:11][N:10]([C:13]3[CH:20]=[CH:19][C:16]([CH:17]=[O:18])=[CH:15][CH:14]=3)[CH2:9][CH2:8]2)[O:6][CH2:5][CH2:4]1.C(Cl)Cl. Given the product [O:6]1[C:7]2([CH2:12][CH2:11][N:10]([C:13]3[CH:20]=[CH:19][C:16]([CH2:17][OH:18])=[CH:15][CH:14]=3)[CH2:9][CH2:8]2)[O:3][CH2:4][CH2:5]1, predict the reactants needed to synthesize it. (2) Given the product [CH3:1][O:2][C:3](=[O:14])[C:4]1[CH:9]=[CH:8][CH:7]=[C:6]([C:10]2[CH:16]=[C:15]([C:17]3[CH:22]=[CH:21][C:20]([CH3:23])=[CH:19][CH:18]=3)[O:12][N:11]=2)[CH:5]=1, predict the reactants needed to synthesize it. The reactants are: [CH3:1][O:2][C:3](=[O:14])[C:4]1[CH:9]=[CH:8][CH:7]=[C:6]([C:10](Cl)=[N:11][OH:12])[CH:5]=1.[C:15]([C:17]1[CH:22]=[CH:21][C:20]([CH3:23])=[CH:19][CH:18]=1)#[CH:16].N1C=CC=CC=1.C(N(CC)CC)C. (3) The reactants are: [Br:1][C:2]1[N:9]=[CH:8][C:7]([Cl:10])=[CH:6][C:3]=1C=O.[CH3:11][O:12][CH:13](OC)[O:14][CH3:15].O.C1(C)C=CC(S(O)(=O)=O)=CC=1. Given the product [Br:1][C:2]1[CH:3]=[C:6]([CH:13]([O:14][CH3:15])[O:12][CH3:11])[C:7]([Cl:10])=[CH:8][N:9]=1, predict the reactants needed to synthesize it. (4) The reactants are: [S:1]1[C:5]2[CH:6]=[CH:7][CH:8]=[CH:9][C:4]=2[N:3]=[C:2]1[C:10]1[C:11]([NH2:17])=[N:12][CH:13]=[C:14](Br)[CH:15]=1.[C:18]([C:22]1[CH:23]=[C:24](B(O)O)[CH:25]=[CH:26][CH:27]=1)([O:20][CH3:21])=[O:19].C([O-])([O-])=O.[Cs+].[Cs+]. Given the product [CH3:21][O:20][C:18](=[O:19])[C:22]1[CH:23]=[CH:24][CH:25]=[C:26]([C:14]2[CH:13]=[N:12][C:11]([NH2:17])=[C:10]([C:2]3[S:1][C:5]4[CH:6]=[CH:7][CH:8]=[CH:9][C:4]=4[N:3]=3)[CH:15]=2)[CH:27]=1, predict the reactants needed to synthesize it. (5) Given the product [CH3:1][O:2][C:3]1[N:8]=[C:7]2[C:9]([C:13]3[NH:30][C:16]4=[N:17][CH:18]=[CH:19][C:20]([CH2:21][NH:22][C:23]5[CH:28]=[CH:27][C:26]([OH:29])=[CH:25][CH:24]=5)=[C:15]4[CH:14]=3)=[CH:10][N:11]([CH3:12])[C:6]2=[CH:5][C:4]=1[O:31][CH3:32], predict the reactants needed to synthesize it. The reactants are: [CH3:1][O:2][C:3]1[N:8]=[C:7]2[C:9]([C:13]3[NH:30][C:16]4=[N:17][CH:18]=[CH:19][C:20](/[CH:21]=[N:22]/[C:23]5[CH:28]=[CH:27][C:26]([OH:29])=[CH:25][CH:24]=5)=[C:15]4[CH:14]=3)=[CH:10][N:11]([CH3:12])[C:6]2=[CH:5][C:4]=1[O:31][CH3:32].C([BH3-])#N.[Na+].[OH-].[Na+]. (6) Given the product [ClH:1].[CH3:25][C:17](=[CH:18][C:19]1[CH:24]=[CH:23][CH:22]=[CH:21][CH:20]=1)[CH2:16][N:13]1[CH:6]=[C:5]([CH2:4][CH2:3][CH2:2][C:7]2[NH:8][C:9]([NH2:12])=[N:10][CH:11]=2)[N:15]=[N:14]1, predict the reactants needed to synthesize it. The reactants are: [ClH:1].[CH2:2]([C:7]1[N:8]=[C:9]([NH2:12])[NH:10][CH:11]=1)[CH2:3][CH2:4][C:5]#[CH:6].[N:13]([CH2:16][C:17]([CH3:25])=[CH:18][C:19]1[CH:24]=[CH:23][CH:22]=[CH:21][CH:20]=1)=[N+:14]=[N-:15]. (7) Given the product [NH:31]1[CH2:30][CH2:29][O:28][C:27]2[N:32]=[CH:33][C:24]([C:8]3[CH:9]=[C:10]4[C:5]([C:4]([CH3:20])([CH3:21])[C:3](=[O:22])[N:2]4[CH3:1])=[CH:6][CH:7]=3)=[CH:25][C:26]1=2, predict the reactants needed to synthesize it. The reactants are: [CH3:1][N:2]1[C:10]2[C:5](=[CH:6][CH:7]=[C:8](B3OC(C)(C)C(C)(C)O3)[CH:9]=2)[C:4]([CH3:21])([CH3:20])[C:3]1=[O:22].Br[C:24]1[CH:33]=[N:32][C:27]2[O:28][CH2:29][CH2:30][NH:31][C:26]=2[CH:25]=1. (8) Given the product [O:11]=[C:12]([N:17]1[CH2:18][CH2:19][N:20]([C:23](=[O:34])[C:24]2[CH:29]=[CH:28][CH:27]=[CH:26][C:25]=2[C:30]([F:33])([F:32])[F:31])[CH2:21][CH2:22]1)[CH2:13][C:14]([NH:59][C:56]1[CH:55]=[CH:54][C:53]([C:47]2[CH:52]=[CH:51][CH:50]=[CH:49][CH:48]=2)=[CH:58][N:57]=1)=[O:16], predict the reactants needed to synthesize it. The reactants are: C1C=CC2N(O)N=NC=2C=1.[O:11]=[C:12]([N:17]1[CH2:22][CH2:21][N:20]([C:23](=[O:34])[C:24]2[CH:29]=[CH:28][CH:27]=[CH:26][C:25]=2[C:30]([F:33])([F:32])[F:31])[CH2:19][CH2:18]1)[CH2:13][C:14]([OH:16])=O.CCN=C=NCCCN(C)C.Cl.[C:47]1([C:53]2[CH:54]=[CH:55][C:56]([NH2:59])=[N:57][CH:58]=2)[CH:52]=[CH:51][CH:50]=[CH:49][CH:48]=1. (9) Given the product [CH2:1]([O:3][C:4]1[CH:5]=[C:6]([CH:12]([N:17]2[C:21](=[O:22])[C:20]3=[C:23]([F:28])[CH:24]=[CH:25][C:26]([F:27])=[C:19]3[C:18]2=[O:29])[CH2:13][C:14]([NH:43][OH:44])=[O:15])[CH:7]=[CH:8][C:9]=1[O:10][CH3:11])[CH3:2], predict the reactants needed to synthesize it. The reactants are: [CH2:1]([O:3][C:4]1[CH:5]=[C:6]([CH:12]([N:17]2[C:21](=[O:22])[C:20]3=[C:23]([F:28])[CH:24]=[CH:25][C:26]([F:27])=[C:19]3[C:18]2=[O:29])[CH2:13][C:14](O)=[O:15])[CH:7]=[CH:8][C:9]=1[O:10][CH3:11])[CH3:2].C(N1C=CN=C1)(N1C=CN=C1)=O.Cl.[NH2:43][OH:44].